This data is from Full USPTO retrosynthesis dataset with 1.9M reactions from patents (1976-2016). The task is: Predict the reactants needed to synthesize the given product. (1) The reactants are: [N:1]1[C:2](=O)[NH:3][CH:4]=[C:5]2[C:10]=1[C:9]1[CH:11]=[CH:12][CH:13]=[CH:14][C:8]=1[CH2:7][CH2:6]2.O(Cl)[Cl:17].[P+3]. Given the product [Cl:17][C:2]1[N:3]=[CH:4][C:5]2[CH2:6][CH2:7][C:8]3[CH:14]=[CH:13][CH:12]=[CH:11][C:9]=3[C:10]=2[N:1]=1, predict the reactants needed to synthesize it. (2) The reactants are: [NH2:1][C:2]1[C:3]2[C:10]([C:11]3[CH:16]=[CH:15][CH:14]=[C:13]([O:17][CH2:18][C:19]4[CH:24]=[CH:23][CH:22]=[CH:21][CH:20]=4)[CH:12]=3)=[CH:9][N:8]([C@@H:25]3[CH2:28][C@H:27]([CH2:29]O)[CH2:26]3)[C:4]=2[N:5]=[CH:6][N:7]=1.C1(P(C2C=CC=CC=2)C2C=CC=CC=2)C=CC=CC=1.[C:50]1(=[O:60])[NH:54][C:53](=[O:55])[C:52]2=[CH:56][CH:57]=[CH:58][CH:59]=[C:51]12.N(C(OCC)=O)=NC(OCC)=O. Given the product [NH2:1][C:2]1[C:3]2[C:10]([C:11]3[CH:16]=[CH:15][CH:14]=[C:13]([O:17][CH2:18][C:19]4[CH:20]=[CH:21][CH:22]=[CH:23][CH:24]=4)[CH:12]=3)=[CH:9][N:8]([C@@H:25]3[CH2:26][C@H:27]([CH2:29][N:54]4[C:50](=[O:60])[C:51]5[C:52](=[CH:56][CH:57]=[CH:58][CH:59]=5)[C:53]4=[O:55])[CH2:28]3)[C:4]=2[N:5]=[CH:6][N:7]=1, predict the reactants needed to synthesize it.